Dataset: Full USPTO retrosynthesis dataset with 1.9M reactions from patents (1976-2016). Task: Predict the reactants needed to synthesize the given product. (1) Given the product [CH2:1]([CH:8]1[CH2:13][CH2:12][N:11]([C:14](=[O:18])[C:15]([Cl:19])=[O:16])[CH2:10][CH2:9]1)[C:2]1[CH:7]=[CH:6][CH:5]=[CH:4][CH:3]=1, predict the reactants needed to synthesize it. The reactants are: [CH2:1]([CH:8]1[CH2:13][CH2:12][N:11]([C:14](=[O:18])[C:15](O)=[O:16])[CH2:10][CH2:9]1)[C:2]1[CH:7]=[CH:6][CH:5]=[CH:4][CH:3]=1.[Cl-:19]. (2) Given the product [C:18]1([CH:17]=[CH:16][CH:15]=[N:6][C:5]2[CH:7]=[CH:8][C:9]([C:10]3[O:14][CH:13]=[N:12][CH:11]=3)=[C:3]([O:2][CH3:1])[CH:4]=2)[CH:23]=[CH:22][CH:21]=[CH:20][CH:19]=1, predict the reactants needed to synthesize it. The reactants are: [CH3:1][O:2][C:3]1[CH:4]=[C:5]([CH:7]=[CH:8][C:9]=1[C:10]1[O:14][CH:13]=[N:12][CH:11]=1)[NH2:6].[CH:15](=O)/[CH:16]=[CH:17]/[C:18]1[CH:23]=[CH:22][CH:21]=[CH:20][CH:19]=1. (3) Given the product [F:1][C:2]1[CH:3]=[C:4]([CH:34]=[CH:35][C:36]=1[O:37][CH3:38])[C:5]([C:7]1[CH:8]=[C:9]([NH:27][CH2:28][CH2:29][C:30]([F:33])([F:32])[F:31])[C:10]2[N:14]=[CH:13][N:12]([C:15]3[CH:24]=[CH:23][C:18]([C:19]([OH:21])=[O:20])=[C:17]([CH3:25])[CH:16]=3)[C:11]=2[CH:26]=1)=[O:6], predict the reactants needed to synthesize it. The reactants are: [F:1][C:2]1[CH:3]=[C:4]([CH:34]=[CH:35][C:36]=1[O:37][CH3:38])[C:5]([C:7]1[CH:8]=[C:9]([NH:27][CH2:28][CH2:29][C:30]([F:33])([F:32])[F:31])[C:10]2[N:14]=[CH:13][N:12]([C:15]3[CH:24]=[CH:23][C:18]([C:19]([O:21]C)=[O:20])=[C:17]([CH3:25])[CH:16]=3)[C:11]=2[CH:26]=1)=[O:6].CO.[OH-].[Li+].Cl. (4) Given the product [CH3:10][O:9][C:8]1[C:3](=[O:2])[NH:4][C:5]([C:11]2[CH:12]=[C:13]([CH:16]=[CH:17][CH:18]=2)[C:14]#[N:15])=[N:6][CH:7]=1, predict the reactants needed to synthesize it. The reactants are: C[O:2][C:3]1[C:8]([O:9][CH3:10])=[CH:7][N:6]=[C:5]([C:11]2[CH:12]=[C:13]([CH:16]=[CH:17][CH:18]=2)[C:14]#[N:15])[N:4]=1. (5) Given the product [CH2:2]([O:9][C:10]1[CH:19]=[CH:18][CH:17]=[C:16]2[C:11]=1[CH2:12][CH2:13][CH2:14][CH:15]2[C:20]([N:22]([CH2:23][C:24]1[CH:25]=[N:26][N:27]([CH2:39][CH:40]2[CH2:45][CH2:44][CH2:43][CH2:42][CH2:41]2)[CH:28]=1)[C:29]1[CH:30]=[N:31][C:32]([CH:35]([CH3:37])[CH3:36])=[CH:33][CH:34]=1)=[O:21])[C:3]1[CH:8]=[CH:7][CH:6]=[CH:5][CH:4]=1, predict the reactants needed to synthesize it. The reactants are: Cl.[CH2:2]([O:9][C:10]1[CH:19]=[CH:18][CH:17]=[C:16]2[C:11]=1[CH2:12][CH2:13][CH2:14][CH:15]2[C:20]([N:22]([C:29]1[CH:30]=[N:31][C:32]([CH:35]([CH3:37])[CH3:36])=[CH:33][CH:34]=1)[CH2:23][C:24]1[CH:25]=[N:26][NH:27][CH:28]=1)=[O:21])[C:3]1[CH:8]=[CH:7][CH:6]=[CH:5][CH:4]=1.Br[CH2:39][CH:40]1[CH2:45][CH2:44][CH2:43][CH2:42][CH2:41]1. (6) Given the product [C:19]([O:23][C:24](=[O:25])[N:10]([CH2:11][C:12]1[CH:17]=[CH:16][C:15]([Cl:18])=[CH:14][CH:13]=1)[C:4]1[CH:5]=[CH:6][C:7]([CH:8]=[O:9])=[C:2]([Cl:1])[N:3]=1)([CH3:22])([CH3:21])[CH3:20], predict the reactants needed to synthesize it. The reactants are: [Cl:1][C:2]1[C:7]([CH:8]=[O:9])=[CH:6][CH:5]=[C:4]([NH:10][CH2:11][C:12]2[CH:17]=[CH:16][C:15]([Cl:18])=[CH:14][CH:13]=2)[N:3]=1.[C:19]([O:23][C:24](O[C:24]([O:23][C:19]([CH3:22])([CH3:21])[CH3:20])=[O:25])=[O:25])([CH3:22])([CH3:21])[CH3:20].C(N(CC)CC)C. (7) The reactants are: [S:1]1[C:5]([CH2:6][O:7][C:8]([NH:10][CH2:11][CH2:12][CH2:13][NH:14][C:15](=[O:21])[O:16][C:17]([CH3:20])([CH3:19])[CH3:18])=[O:9])=[CH:4][N:3]=[CH:2]1.[H-].[Na+].Br[CH2:25][C:26]1[CH:31]=[CH:30][C:29]([N:32]2[CH:36]=[N:35][CH:34]=[N:33]2)=[CH:28][CH:27]=1. Given the product [S:1]1[C:5]([CH2:6][O:7][C:8]([N:10]([CH2:25][C:26]2[CH:27]=[CH:28][C:29]([N:32]3[CH:36]=[N:35][CH:34]=[N:33]3)=[CH:30][CH:31]=2)[CH2:11][CH2:12][CH2:13][N:14]([CH2:25][C:26]2[CH:31]=[CH:30][C:29]([N:32]3[CH:36]=[N:35][CH:34]=[N:33]3)=[CH:28][CH:27]=2)[C:15](=[O:21])[O:16][C:17]([CH3:18])([CH3:20])[CH3:19])=[O:9])=[CH:4][N:3]=[CH:2]1, predict the reactants needed to synthesize it.